Dataset: Reaction yield outcomes from USPTO patents with 853,638 reactions. Task: Predict the reaction yield, written as a fraction of the theoretical maximum amount of product (1.0 means a 100% yield; for example, 0.34 means a 34% yield). (1) The reactants are [Cl:1][C:2]1[CH:7]=[CH:6][C:5]([C:8]2[C:12]([CH2:13][O:14][C:15]3[CH:23]=[CH:22][C:18]([C:19]([OH:21])=O)=[CH:17][N:16]=3)=[CH:11][O:10][N:9]=2)=[CH:4][CH:3]=1.[NH2:24][CH2:25][CH2:26][CH2:27][OH:28]. No catalyst specified. The product is [Cl:1][C:2]1[CH:3]=[CH:4][C:5]([C:8]2[C:12]([CH2:13][O:14][C:15]3[CH:23]=[CH:22][C:18]([C:19]([NH:24][CH2:25][CH2:26][CH2:27][OH:28])=[O:21])=[CH:17][N:16]=3)=[CH:11][O:10][N:9]=2)=[CH:6][CH:7]=1. The yield is 0.600. (2) The catalyst is O1CCCC1. The yield is 0.920. The product is [CH2:15]([O:17][C:18](=[O:19])[CH2:1][C:2]1[CH:3]=[CH:4][C:5]([CH2:8][N:9]2[CH2:14][CH2:13][O:12][CH2:11][CH2:10]2)=[CH:6][N:7]=1)[CH3:16]. The reactants are [CH3:1][C:2]1[N:7]=[CH:6][C:5]([CH2:8][N:9]2[CH2:14][CH2:13][O:12][CH2:11][CH2:10]2)=[CH:4][CH:3]=1.[CH2:15]([O:17][C:18](=O)[O:19]CC)[CH3:16].C([N-]C(C)C)(C)C.[Li+].[Cl-].[NH4+]. (3) The reactants are [CH3:1][O:2][CH2:3][C@H:4]([CH3:22])[O:5][C:6]1[CH:7]=[C:8]([OH:21])[CH:9]=[C:10](B2OC(C)(C)C(C)(C)O2)[CH:11]=1.Br[C:24]1[N:25]([C:34]([O:36][C:37]([CH3:40])([CH3:39])[CH3:38])=[O:35])[C:26]([C:29]2[S:30][CH:31]=[CH:32][N:33]=2)=[CH:27][CH:28]=1.C(=O)([O-])[O-].[K+].[K+]. The catalyst is O1CCOCC1.O. The product is [OH:21][C:8]1[CH:9]=[C:10]([C:24]2[N:25]([C:34]([O:36][C:37]([CH3:40])([CH3:39])[CH3:38])=[O:35])[C:26]([C:29]3[S:30][CH:31]=[CH:32][N:33]=3)=[CH:27][CH:28]=2)[CH:11]=[C:6]([O:5][C@@H:4]([CH3:22])[CH2:3][O:2][CH3:1])[CH:7]=1. The yield is 0.810. (4) The reactants are C1C2C(COC([NH:18][C:19]3([C:24]([NH:26][C@H:27]([C:31]([N:33]([C@@H:35]([C@@H:68]([CH3:71])[CH2:69][CH3:70])[C@H:36]([O:66][CH3:67])[CH2:37][C:38]([N:40]4[CH2:44][CH2:43][CH2:42][C@H:41]4[C@H:45]([O:64][CH3:65])[C@@H:46]([CH3:63])[C:47](=[O:62])[NH:48][C@H:49]([C:57]4[S:58][CH:59]=[CH:60][N:61]=4)[CH2:50][C:51]4[CH:56]=[CH:55][CH:54]=[CH:53][CH:52]=4)=[O:39])[CH3:34])=[O:32])[CH:28]([CH3:30])[CH3:29])=[O:25])[CH2:23][CH2:22][CH2:21][CH2:20]3)=O)C3C(=CC=CC=3)C=2C=CC=1.C(NCC)C. The catalyst is O1CCCC1. The product is [NH2:18][C:19]1([C:24]([NH:26][C@H:27]([C:31]([N:33]([C@@H:35]([C@@H:68]([CH3:71])[CH2:69][CH3:70])[C@H:36]([O:66][CH3:67])[CH2:37][C:38]([N:40]2[CH2:44][CH2:43][CH2:42][C@H:41]2[C@H:45]([O:64][CH3:65])[C@@H:46]([CH3:63])[C:47](=[O:62])[NH:48][C@H:49]([C:57]2[S:58][CH:59]=[CH:60][N:61]=2)[CH2:50][C:51]2[CH:52]=[CH:53][CH:54]=[CH:55][CH:56]=2)=[O:39])[CH3:34])=[O:32])[CH:28]([CH3:30])[CH3:29])=[O:25])[CH2:20][CH2:21][CH2:22][CH2:23]1. The yield is 0.960.